From a dataset of Catalyst prediction with 721,799 reactions and 888 catalyst types from USPTO. Predict which catalyst facilitates the given reaction. (1) Reactant: [NH2:1][C@@H:2]1[C:10]2[C:5](=[CH:6][CH:7]=[CH:8][CH:9]=2)[CH2:4][C@@H:3]1[OH:11].C(N(CC)CC)C.[C:19](O[C:19]([O:21][C:22]([CH3:25])([CH3:24])[CH3:23])=[O:20])([O:21][C:22]([CH3:25])([CH3:24])[CH3:23])=[O:20]. Product: [CH3:23][C:22]([CH3:25])([O:21][C:19]([NH:1][C@@H:2]1[C:10]2[C:5](=[CH:6][CH:7]=[CH:8][CH:9]=2)[CH2:4][C@@H:3]1[OH:11])=[O:20])[CH3:24]. The catalyst class is: 2. (2) Reactant: [O:1]=[C:2]1[CH:7]=[CH:6][CH:5]=[CH:4][N:3]1[C:8]1[CH:15]=[CH:14][C:11]([CH2:12]Br)=[CH:10][CH:9]=1.C([N:35]1[CH:39]=[C:38]([CH2:40][C:41]2[CH:48]=[CH:47][C:44]([C:45]#[N:46])=[CH:43][CH:42]=2)[N:37]=[CH:36]1)(C1C=CC=CC=1)(C1C=CC=CC=1)C1C=CC=CC=1. Product: [O:1]=[C:2]1[CH:7]=[CH:6][CH:5]=[CH:4][N:3]1[C:8]1[CH:15]=[CH:14][C:11]([CH2:12][N:37]2[C:38]([CH2:40][C:41]3[CH:48]=[CH:47][C:44]([C:45]#[N:46])=[CH:43][CH:42]=3)=[CH:39][N:35]=[CH:36]2)=[CH:10][CH:9]=1. The catalyst class is: 23.